This data is from Forward reaction prediction with 1.9M reactions from USPTO patents (1976-2016). The task is: Predict the product of the given reaction. (1) The product is: [CH2:1]([O:3][C:4](=[O:25])[CH2:5][CH2:6][N:7]([C:14]([C:15]1[CH:20]=[CH:19][C:18]2[N:21]([CH3:42])[C:22]([CH:32]([Cl:41])[Cl:31])=[N:23][C:17]=2[CH:16]=1)=[O:24])[C:8]1[CH:13]=[CH:12][CH:11]=[CH:10][N:9]=1)[CH3:2]. Given the reactants [CH2:1]([O:3][C:4](=[O:25])[CH2:5][CH2:6][N:7]([C:14](=[O:24])[C:15]1[CH:20]=[CH:19][C:18]([NH:21][CH3:22])=[C:17]([NH2:23])[CH:16]=1)[C:8]1[CH:13]=[CH:12][CH:11]=[CH:10][N:9]=1)[CH3:2].C(OC)(=O)C.[Cl:31][CH:32]([Cl:41])C(OC(=O)C(Cl)Cl)=O.[C:42](=O)([O-])[O-].[K+].[K+].C(=O)([O-])[O-].[Na+].[Na+].C(=O)([O-])[O-].[Li+].[Li+].C(=O)([O-])[O-].[Cs+].[Cs+].C(=O)(O)[O-].[Na+].C(=O)(O)[O-].[K+].CN1CCOCC1, predict the reaction product. (2) The product is: [F:46][C:47]1[CH:54]=[CH:53][C:52]([O:55][C:56]2[CH:61]=[CH:60][CH:59]=[CH:58][CH:57]=2)=[CH:51][C:48]=1[CH2:49][NH:50][C:38](=[O:40])[C:37]1[CH:41]=[CH:42][CH:43]=[N:44][C:36]=1[NH2:35]. Given the reactants CN([P+](ON1N=NC2C=CC=CC1=2)(N(C)C)N(C)C)C.F[P-](F)(F)(F)(F)F.C(N(CC)CC)C.[NH2:35][C:36]1[N:44]=[CH:43][CH:42]=[CH:41][C:37]=1[C:38]([OH:40])=O.Cl.[F:46][C:47]1[CH:54]=[CH:53][C:52]([O:55][C:56]2[CH:61]=[CH:60][CH:59]=[CH:58][CH:57]=2)=[CH:51][C:48]=1[CH2:49][NH2:50], predict the reaction product. (3) Given the reactants N1(C(OCC2C=CC=CC=2)=O)CCNCC1.BrC1C=CC(C=O)=CC=1.[Br:26][C:27]1[CH:32]=[CH:31][C:30]([CH2:33][N:34]2[CH2:39][CH2:38][N:37]([C:40]([O:42][CH2:43][C:44]3[CH:49]=[CH:48][CH:47]=[CH:46][CH:45]=3)=[O:41])[C@@H:36](C)[CH2:35]2)=[CH:29][CH:28]=1, predict the reaction product. The product is: [Br:26][C:27]1[CH:28]=[CH:29][C:30]([CH2:33][N:34]2[CH2:35][CH2:36][N:37]([C:40]([O:42][CH2:43][C:44]3[CH:45]=[CH:46][CH:47]=[CH:48][CH:49]=3)=[O:41])[CH2:38][CH2:39]2)=[CH:31][CH:32]=1. (4) The product is: [O:29]=[C:11]([C:8]1[C:4]2=[N:5][CH:6]=[CH:7][C:2]([C:35]3[S:36][CH:37]=[CH:38][N:39]=3)=[C:3]2[NH:10][CH:9]=1)[C:12]([N:14]1[CH2:19][CH2:18][C:17](=[C:20]([C:23]2[CH:28]=[CH:27][CH:26]=[CH:25][CH:24]=2)[C:21]#[N:22])[CH2:16][CH2:15]1)=[O:13]. Given the reactants Cl[C:2]1[CH:7]=[CH:6][N:5]=[C:4]2[C:8]([C:11](=[O:29])[C:12]([N:14]3[CH2:19][CH2:18][C:17](=[C:20]([C:23]4[CH:28]=[CH:27][CH:26]=[CH:25][CH:24]=4)[C:21]#[N:22])[CH2:16][CH2:15]3)=[O:13])=[CH:9][NH:10][C:3]=12.C([Sn](CCCC)(CCCC)[C:35]1[S:36][CH:37]=[CH:38][N:39]=1)CCC.O1CCOCC1, predict the reaction product. (5) Given the reactants [F:1][C:2]([F:15])([F:14])[C:3]1[CH:12]=[C:11]2[C:6]([CH2:7][CH2:8][NH:9][C:10]2=[O:13])=[CH:5][CH:4]=1.[CH:16]1([C:19]2[CH:24]=[CH:23][N:22]=[CH:21][C:20]=2I)[CH2:18][CH2:17]1.O1CCOCC1.P([O-])([O-])([O-])=O.[K+].[K+].[K+], predict the reaction product. The product is: [CH:16]1([C:19]2[CH:24]=[CH:23][N:22]=[CH:21][C:20]=2[N:9]2[CH2:8][CH2:7][C:6]3[C:11](=[CH:12][C:3]([C:2]([F:1])([F:14])[F:15])=[CH:4][CH:5]=3)[C:10]2=[O:13])[CH2:18][CH2:17]1. (6) Given the reactants [CH2:1]([CH:5]1[C:12]2[CH:11]=[C:10]([C:13]([O:15]C)=[O:14])[NH:9][C:8]=2[CH2:7][CH2:6]1)[CH:2]([CH3:4])[CH3:3].O.[OH-].[Li+], predict the reaction product. The product is: [CH2:1]([CH:5]1[C:12]2[CH:11]=[C:10]([C:13]([OH:15])=[O:14])[NH:9][C:8]=2[CH2:7][CH2:6]1)[CH:2]([CH3:4])[CH3:3]. (7) Given the reactants Br[C:2]1[CH:3]=[N:4][C:5]2[N:6]([CH:8]=[C:9]([CH2:11][O:12][C:13]3[CH:18]=[C:17]([F:19])[CH:16]=[CH:15][N:14]=3)[N:10]=2)[CH:7]=1.[F:20][C:21]1[CH:26]=[C:25]([F:27])[CH:24]=[CH:23][C:22]=1B(O)O, predict the reaction product. The product is: [F:20][C:21]1[CH:26]=[C:25]([F:27])[CH:24]=[CH:23][C:22]=1[C:2]1[CH:3]=[N:4][C:5]2[N:6]([CH:8]=[C:9]([CH2:11][O:12][C:13]3[CH:18]=[C:17]([F:19])[CH:16]=[CH:15][N:14]=3)[N:10]=2)[CH:7]=1.